This data is from Peptide-MHC class II binding affinity with 134,281 pairs from IEDB. The task is: Regression. Given a peptide amino acid sequence and an MHC pseudo amino acid sequence, predict their binding affinity value. This is MHC class II binding data. (1) The peptide sequence is VLAIVALVVATIIAI. The MHC is HLA-DQA10301-DQB10301 with pseudo-sequence HLA-DQA10301-DQB10301. The binding affinity (normalized) is 0.235. (2) The peptide sequence is DINVGFKAAVAAAAG. The MHC is DRB1_0802 with pseudo-sequence DRB1_0802. The binding affinity (normalized) is 0.854.